This data is from Reaction yield outcomes from USPTO patents with 853,638 reactions. The task is: Predict the reaction yield, written as a fraction of the theoretical maximum amount of product (1.0 means a 100% yield; for example, 0.34 means a 34% yield). (1) The reactants are [CH3:1][N:2]1[CH2:7][CH2:6][N:5]([C:8]2[N:13]3[CH:14]=[C:15]([CH2:17][NH:18][C@@H:19]4[C:28]5[N:27]=[CH:26][CH:25]=[CH:24][C:23]=5[CH2:22][CH2:21][CH2:20]4)[N:16]=[C:12]3[CH:11]=[CH:10][CH:9]=2)[CH2:4][CH2:3]1.C=O.[C:31](O)(=O)C.C(O[BH-](OC(=O)C)OC(=O)C)(=O)C.[Na+]. The catalyst is ClC(Cl)C.ClCCl. The product is [CH3:31][N:18]([CH2:17][C:15]1[N:16]=[C:12]2[CH:11]=[CH:10][CH:9]=[C:8]([N:5]3[CH2:6][CH2:7][N:2]([CH3:1])[CH2:3][CH2:4]3)[N:13]2[CH:14]=1)[C@@H:19]1[C:28]2[N:27]=[CH:26][CH:25]=[CH:24][C:23]=2[CH2:22][CH2:21][CH2:20]1. The yield is 0.640. (2) The reactants are [Br:1][C:2]1[C:6]([C:7]#[N:8])=[C:5]([Br:9])[S:4][C:3]=1[C:10]([O:12]CC)=[O:11].O1CCCC1.CO.[OH-].[Na+].O.Cl. No catalyst specified. The product is [Br:1][C:2]1[C:6]([C:7]#[N:8])=[C:5]([Br:9])[S:4][C:3]=1[C:10]([OH:12])=[O:11]. The yield is 0.994.